Dataset: Full USPTO retrosynthesis dataset with 1.9M reactions from patents (1976-2016). Task: Predict the reactants needed to synthesize the given product. (1) The reactants are: [C:1]1([NH:7][NH:8][C:9]2[CH:14]=[CH:13][CH:12]=[CH:11][CH:10]=2)[CH:6]=[CH:5][CH:4]=[CH:3][CH:2]=1.[C:15]1([CH3:32])[CH:20]=[CH:19][C:18]([CH:21]([C:27](OCC)=[O:28])[C:22](OCC)=[O:23])=[CH:17][CH:16]=1.[Na]. Given the product [C:9]1([N:8]2[C:27](=[O:28])[CH:21]([C:18]3[CH:19]=[CH:20][C:15]([CH3:32])=[CH:16][CH:17]=3)[C:22](=[O:23])[N:7]2[C:1]2[CH:2]=[CH:3][CH:4]=[CH:5][CH:6]=2)[CH:14]=[CH:13][CH:12]=[CH:11][CH:10]=1, predict the reactants needed to synthesize it. (2) Given the product [Cl:21][C:18]1[CH:19]=[CH:20][C:15]([C:11]2([OH:14])[CH2:12][CH2:13][NH:8][CH2:9][C:10]2([CH3:22])[CH3:23])=[CH:16][CH:17]=1, predict the reactants needed to synthesize it. The reactants are: C(OC([N:8]1[CH2:13][CH2:12][C:11]([C:15]2[CH:20]=[CH:19][C:18]([Cl:21])=[CH:17][CH:16]=2)([OH:14])[C:10]([CH3:23])([CH3:22])[CH2:9]1)=O)(C)(C)C.Cl.O1CCOCC1. (3) Given the product [C:18]([O:17][C:15]([N:22]1[CH2:27][CH2:26][N:25]([C:2]2[CH:7]=[CH:6][C:5]([O:8][C:9]3[CH:14]=[CH:13][CH:12]=[CH:11][CH:10]=3)=[CH:4][CH:3]=2)[CH2:24][CH2:23]1)=[O:16])([CH3:21])([CH3:19])[CH3:20], predict the reactants needed to synthesize it. The reactants are: I[C:2]1[CH:7]=[CH:6][C:5]([O:8][C:9]2[CH:14]=[CH:13][CH:12]=[CH:11][CH:10]=2)=[CH:4][CH:3]=1.[C:15]([N:22]1[CH2:27][CH2:26][NH:25][CH2:24][CH2:23]1)([O:17][C:18]([CH3:21])([CH3:20])[CH3:19])=[O:16].